Dataset: Peptide-MHC class I binding affinity with 185,985 pairs from IEDB/IMGT. Task: Regression. Given a peptide amino acid sequence and an MHC pseudo amino acid sequence, predict their binding affinity value. This is MHC class I binding data. The peptide sequence is FPFKYANAF. The MHC is Mamu-A2201 with pseudo-sequence Mamu-A2201. The binding affinity (normalized) is 0.836.